From a dataset of Forward reaction prediction with 1.9M reactions from USPTO patents (1976-2016). Predict the product of the given reaction. (1) The product is: [CH3:8][C:6]1[CH:5]=[CH:4][C:3]([OH:9])=[C:2]([N:1]=[CH:23][C:21]2[O:22][C:18]([C:13]3[CH:14]=[CH:15][CH:16]=[CH:17][C:12]=3[C:11]([F:25])([F:10])[F:26])=[CH:19][CH:20]=2)[CH:7]=1. Given the reactants [NH2:1][C:2]1[CH:7]=[C:6]([CH3:8])[CH:5]=[CH:4][C:3]=1[OH:9].[F:10][C:11]([F:26])([F:25])[C:12]1[CH:17]=[CH:16][CH:15]=[CH:14][C:13]=1[C:18]1[O:22][C:21]([CH:23]=O)=[CH:20][CH:19]=1, predict the reaction product. (2) The product is: [C:1]([CH:3]=[C:19]1[CH2:22][N:21]([C:23]([O:25][C:26]([CH3:29])([CH3:28])[CH3:27])=[O:24])[CH2:20]1)#[N:2]. Given the reactants [C:1]([CH2:3]P(=O)(OCC)OCC)#[N:2].CC(C)([O-])C.[K+].O=[C:19]1[CH2:22][N:21]([C:23]([O:25][C:26]([CH3:29])([CH3:28])[CH3:27])=[O:24])[CH2:20]1.O, predict the reaction product.